This data is from Catalyst prediction with 721,799 reactions and 888 catalyst types from USPTO. The task is: Predict which catalyst facilitates the given reaction. (1) Reactant: [CH3:1][C:2]1[C:7]([CH2:8][NH:9][C:10]([C:12]2[N:13]=[N:14][N:15]([CH2:17][C:18]3[CH:19]=[N:20][C:21]4[C:26]([CH:27]=3)=[CH:25][CH:24]=[C:23]([CH3:28])[CH:22]=4)[CH:16]=2)=[O:11])=[C:6]([CH3:29])[N:5]=[C:4]([NH:30]C(=O)OC(C)(C)C)[CH:3]=1.C(O)(C(F)(F)F)=O. Product: [NH2:30][C:4]1[N:5]=[C:6]([CH3:29])[C:7]([CH2:8][NH:9][C:10]([C:12]2[N:13]=[N:14][N:15]([CH2:17][C:18]3[CH:19]=[N:20][C:21]4[C:26]([CH:27]=3)=[CH:25][CH:24]=[C:23]([CH3:28])[CH:22]=4)[CH:16]=2)=[O:11])=[C:2]([CH3:1])[CH:3]=1. The catalyst class is: 61. (2) Reactant: [C:1]([NH2:6])(=O)[CH:2]([CH3:4])[CH3:3].COC1C=CC(P2(SP(C3C=CC(OC)=CC=3)(=S)S2)=[S:16])=CC=1.[CH3:29][O:30][C:31](=[O:38])[CH:32](Cl)[C:33](=O)[CH2:34][CH3:35]. Product: [CH3:29][O:30][C:31]([C:32]1[S:16][C:1]([CH:2]([CH3:4])[CH3:3])=[N:6][C:33]=1[CH2:34][CH3:35])=[O:38]. The catalyst class is: 1. (3) Reactant: [CH3:1][C:2]1([CH3:11])[N:6]2[C:7](=[O:10])[CH2:8][CH2:9][C@@H:5]2[CH2:4][O:3]1.C([N-]C(C)C)(C)C.[Li+].C1C=CC(S(N(S(C2C=CC=CC=2)(=O)=O)[F:30])(=O)=O)=CC=1.[Cl-].[NH4+]. Product: [F:30][CH:8]1[C:7](=[O:10])[N:6]2[C:2]([CH3:11])([CH3:1])[O:3][CH2:4][C@H:5]2[CH2:9]1. The catalyst class is: 1. (4) Reactant: [Cl:1][C:2]1[CH:3]=[CH:4][C:5]([O:12][CH2:13][C:14]([N:16]2[CH2:21][C@H:20]([CH3:22])[N:19]([CH2:23][C:24]3[CH:29]=[CH:28][C:27]([F:30])=[CH:26][CH:25]=3)[CH2:18][C@H:17]2[CH3:31])=[O:15])=[C:6]([CH2:8][C:9]([OH:11])=O)[CH:7]=1.[S:32]([NH2:36])([NH2:35])(=[O:34])=[O:33]. Product: [Cl:1][C:2]1[CH:3]=[CH:4][C:5]([O:12][CH2:13][C:14]([N:16]2[CH2:21][C@H:20]([CH3:22])[N:19]([CH2:23][C:24]3[CH:29]=[CH:28][C:27]([F:30])=[CH:26][CH:25]=3)[CH2:18][C@H:17]2[CH3:31])=[O:15])=[C:6]([CH2:8][C:9]([NH:35][S:32]([NH2:36])(=[O:34])=[O:33])=[O:11])[CH:7]=1. The catalyst class is: 309. (5) Reactant: [Cl:1][C:2]1[C:9]([C:10]([F:13])([F:12])[F:11])=[CH:8][CH:7]=[CH:6][C:3]=1[CH:4]=O.[CH:14]1([NH2:17])[CH2:16][CH2:15]1.[BH4-].[Na+].[OH-].[Na+]. Product: [Cl:1][C:2]1[C:9]([C:10]([F:13])([F:12])[F:11])=[CH:8][CH:7]=[CH:6][C:3]=1[CH2:4][NH:17][CH:14]1[CH2:16][CH2:15]1. The catalyst class is: 5.